Dataset: NCI-60 drug combinations with 297,098 pairs across 59 cell lines. Task: Regression. Given two drug SMILES strings and cell line genomic features, predict the synergy score measuring deviation from expected non-interaction effect. (1) Drug 1: C1=NC2=C(N1)C(=S)N=CN2. Drug 2: COCCOC1=C(C=C2C(=C1)C(=NC=N2)NC3=CC=CC(=C3)C#C)OCCOC.Cl. Cell line: OVCAR-4. Synergy scores: CSS=21.2, Synergy_ZIP=-3.11, Synergy_Bliss=-4.11, Synergy_Loewe=-7.33, Synergy_HSA=-7.32. (2) Drug 1: C1CC(=O)NC(=O)C1N2CC3=C(C2=O)C=CC=C3N. Drug 2: CC(C)(C#N)C1=CC(=CC(=C1)CN2C=NC=N2)C(C)(C)C#N. Cell line: SF-295. Synergy scores: CSS=1.44, Synergy_ZIP=-4.11, Synergy_Bliss=-6.21, Synergy_Loewe=-3.46, Synergy_HSA=-3.37. (3) Drug 1: CCCS(=O)(=O)NC1=C(C(=C(C=C1)F)C(=O)C2=CNC3=C2C=C(C=N3)C4=CC=C(C=C4)Cl)F. Drug 2: C#CCC(CC1=CN=C2C(=N1)C(=NC(=N2)N)N)C3=CC=C(C=C3)C(=O)NC(CCC(=O)O)C(=O)O. Cell line: OVCAR3. Synergy scores: CSS=-1.70, Synergy_ZIP=0.223, Synergy_Bliss=-1.41, Synergy_Loewe=-3.87, Synergy_HSA=-3.49. (4) Drug 1: CC(C1=C(C=CC(=C1Cl)F)Cl)OC2=C(N=CC(=C2)C3=CN(N=C3)C4CCNCC4)N. Drug 2: CNC(=O)C1=CC=CC=C1SC2=CC3=C(C=C2)C(=NN3)C=CC4=CC=CC=N4. Cell line: A549. Synergy scores: CSS=30.8, Synergy_ZIP=-5.34, Synergy_Bliss=5.25, Synergy_Loewe=3.37, Synergy_HSA=5.11. (5) Drug 1: CN1CCC(CC1)COC2=C(C=C3C(=C2)N=CN=C3NC4=C(C=C(C=C4)Br)F)OC. Drug 2: CN1C2=C(C=C(C=C2)N(CCCl)CCCl)N=C1CCCC(=O)O.Cl. Cell line: UACC62. Synergy scores: CSS=3.79, Synergy_ZIP=-2.53, Synergy_Bliss=1.12, Synergy_Loewe=-1.05, Synergy_HSA=1.51. (6) Drug 1: C1=CN(C(=O)N=C1N)C2C(C(C(O2)CO)O)O.Cl. Drug 2: C1=NC2=C(N1)C(=S)N=CN2. Cell line: HCT-15. Synergy scores: CSS=32.0, Synergy_ZIP=-10.6, Synergy_Bliss=0.675, Synergy_Loewe=-0.468, Synergy_HSA=3.27. (7) Drug 1: CC1=C(C=C(C=C1)C(=O)NC2=CC(=CC(=C2)C(F)(F)F)N3C=C(N=C3)C)NC4=NC=CC(=N4)C5=CN=CC=C5. Drug 2: CCCCCOC(=O)NC1=NC(=O)N(C=C1F)C2C(C(C(O2)C)O)O. Cell line: MDA-MB-231. Synergy scores: CSS=-21.0, Synergy_ZIP=6.48, Synergy_Bliss=1.21, Synergy_Loewe=-14.8, Synergy_HSA=-14.5. (8) Drug 1: CN(C)N=NC1=C(NC=N1)C(=O)N. Drug 2: C1=CC(=CC=C1CC(C(=O)O)N)N(CCCl)CCCl.Cl. Cell line: SNB-19. Synergy scores: CSS=21.1, Synergy_ZIP=4.56, Synergy_Bliss=9.77, Synergy_Loewe=-0.691, Synergy_HSA=5.48.